This data is from Catalyst prediction with 721,799 reactions and 888 catalyst types from USPTO. The task is: Predict which catalyst facilitates the given reaction. (1) The catalyst class is: 206. Product: [C:22]1([C:31]2[CH:32]=[CH:33][CH:34]=[CH:35][CH:36]=2)[CH:27]=[CH:26][CH:25]=[CH:24][C:23]=1[C:2]1[CH:3]=[CH:4][C:5]2[N:6]([C:16]3[CH:17]=[CH:18][CH:19]=[CH:20][CH:21]=3)[C:7]3[C:12]([C:13]=2[CH:14]=1)=[CH:11][C:10]([Br:15])=[CH:9][CH:8]=3. Reactant: Br[C:2]1[CH:3]=[CH:4][C:5]2[N:6]([C:16]3[CH:21]=[CH:20][CH:19]=[CH:18][CH:17]=3)[C:7]3[C:12]([C:13]=2[CH:14]=1)=[CH:11][C:10]([Br:15])=[CH:9][CH:8]=3.[C:22]1([C:31]2[CH:36]=[CH:35][CH:34]=[CH:33][CH:32]=2)[CH:27]=[CH:26][CH:25]=[CH:24][C:23]=1B(O)O.C([O-])([O-])=O.[Na+].[Na+].CCO. (2) Reactant: [CH:1]1(N[C@@H](C(O)=O)C)CCCCC1.[CH2:13]1[CH2:18][CH2:17][CH:16]([CH2:19][C@@H:20]([NH2:24])[C:21]([OH:23])=[O:22])[CH2:15][CH2:14]1.S(Cl)([Cl:27])=O. The catalyst class is: 5. Product: [ClH:27].[CH3:1][O:22][C:21](=[O:23])[C@H:20]([NH2:24])[CH2:19][CH:16]1[CH2:15][CH2:14][CH2:13][CH2:18][CH2:17]1.